From a dataset of Forward reaction prediction with 1.9M reactions from USPTO patents (1976-2016). Predict the product of the given reaction. (1) The product is: [Cl:1][C:2]1[CH:10]=[CH:9][CH:8]=[CH:7][C:3]=1[C:4]([NH:20][CH2:19][CH:18]([N:15]1[CH2:14][CH2:13][C:12]([F:31])([F:11])[CH2:17][CH2:16]1)[C:21]1[CH:26]=[N:25][C:24]([C:27]([F:28])([F:29])[F:30])=[N:23][CH:22]=1)=[O:6]. Given the reactants [Cl:1][C:2]1[CH:10]=[CH:9][CH:8]=[CH:7][C:3]=1[C:4]([OH:6])=O.[F:11][C:12]1([F:31])[CH2:17][CH2:16][N:15]([CH:18]([C:21]2[CH:22]=[N:23][C:24]([C:27]([F:30])([F:29])[F:28])=[N:25][CH:26]=2)[CH2:19][NH2:20])[CH2:14][CH2:13]1, predict the reaction product. (2) The product is: [C:40]1([S:37]([NH:36][CH2:35][C:34](=[O:46])[CH2:33][NH:32][C:11]([CH:10]([NH:9][C:7]([N:1]2[CH2:6][CH2:5][O:4][CH2:3][CH2:2]2)=[O:8])[CH2:14][S:15]([CH2:18][C:19]2[CH:20]=[CH:21][CH:22]=[CH:23][CH:24]=2)(=[O:16])=[O:17])=[O:13])(=[O:39])=[O:38])[CH:41]=[CH:42][CH:43]=[CH:44][CH:45]=1. Given the reactants [N:1]1([C:7]([NH:9][CH:10]([CH2:14][S:15]([CH2:18][C:19]2[CH:24]=[CH:23][CH:22]=[CH:21][CH:20]=2)(=[O:17])=[O:16])[C:11]([OH:13])=O)=[O:8])[CH2:6][CH2:5][O:4][CH2:3][CH2:2]1.OC(C(F)(F)F)=O.[NH2:32][CH2:33][CH:34]([OH:46])[CH2:35][NH:36][S:37]([C:40]1[CH:45]=[CH:44][CH:43]=[CH:42][CH:41]=1)(=[O:39])=[O:38].C(Cl)CCl.C1C=CC2N(O)N=NC=2C=1.CN1CCOCC1, predict the reaction product. (3) Given the reactants [S:1](Cl)([C:4]1[C:16]2[CH:15]=[CH:14][CH:13]=[C:9]([N:10]([CH3:12])[CH3:11])[C:8]=2[CH:7]=[CH:6][CH:5]=1)(=[O:3])=[O:2].[CH3:18][O:19][C:20]([C@H:22]1[N:27]2[C:28](=[O:35])[C@@H:29]([NH2:34])[CH2:30][CH2:31][C:32](=[O:33])[N:26]2[CH2:25][CH2:24][CH2:23]1)=[O:21].CCN(C(C)C)C(C)C, predict the reaction product. The product is: [CH3:18][O:19][C:20]([C@H:22]1[N:27]2[C:28](=[O:35])[C@@H:29]([NH:34][S:1]([C:4]3[C:16]4[C:8](=[C:9]([N:10]([CH3:12])[CH3:11])[CH:13]=[CH:14][CH:15]=4)[CH:7]=[CH:6][CH:5]=3)(=[O:3])=[O:2])[CH2:30][CH2:31][C:32](=[O:33])[N:26]2[CH2:25][CH2:24][CH2:23]1)=[O:21]. (4) Given the reactants [N:1]([CH:4]1[C:9]2=[C:10]3[C:19](=[C:20]([O:22][CH3:23])[CH:21]=[C:8]2[O:7][C:6]([CH3:31])([CH3:30])[CH:5]1[OH:32])[C:18](=[O:24])[C:17]1[CH:16]=[C:15]2[CH:25]=[CH:26][CH:27]=[CH:28][C:14]2=[CH:13][C:12]=1[N:11]3[CH3:29])=[N+]=[N-], predict the reaction product. The product is: [NH2:1][CH:4]1[C:9]2=[C:10]3[C:19](=[C:20]([O:22][CH3:23])[CH:21]=[C:8]2[O:7][C:6]([CH3:30])([CH3:31])[CH:5]1[OH:32])[C:18](=[O:24])[C:17]1[CH:16]=[C:15]2[CH:25]=[CH:26][CH:27]=[CH:28][C:14]2=[CH:13][C:12]=1[N:11]3[CH3:29]. (5) Given the reactants [CH3:1][S:2]([NH2:5])(=[O:4])=[O:3].[H-].[Na+].[CH3:8][C:9]1([CH3:34])[CH2:18][C:17]2[C:12](=[CH:13][CH:14]=[C:15]([C:19](O)=[O:20])[CH:16]=2)[NH:11][CH:10]1[C:22]1[CH:27]=[CH:26][CH:25]=[C:24]([N:28]2[CH2:33][CH2:32][O:31][CH2:30][CH2:29]2)[CH:23]=1.C(N1C=CN=C1)(N1C=CN=C1)=O, predict the reaction product. The product is: [CH3:8][C:9]1([CH3:34])[CH2:18][C:17]2[C:12](=[CH:13][CH:14]=[C:15]([C:19]([NH:5][S:2]([CH3:1])(=[O:4])=[O:3])=[O:20])[CH:16]=2)[NH:11][CH:10]1[C:22]1[CH:27]=[CH:26][CH:25]=[C:24]([N:28]2[CH2:33][CH2:32][O:31][CH2:30][CH2:29]2)[CH:23]=1. (6) Given the reactants Cl[C:2]1[N:7]=[CH:6][N:5]=[C:4]([C:8]2[CH:13]=[CH:12][C:11]([C:14]([F:17])([F:16])[F:15])=[CH:10][C:9]=2[NH:18][CH2:19][CH:20]2[CH2:25][CH2:24][CH2:23][CH2:22][CH2:21]2)[CH:3]=1.[NH2:26][C:27]1[CH:28]=[C:29]2[C:33](=[CH:34][CH:35]=1)[CH2:32][CH:31]([NH:36]C(=O)OC(C)(C)C)[CH2:30]2, predict the reaction product. The product is: [CH:20]1([CH2:19][NH:18][C:9]2[CH:10]=[C:11]([C:14]([F:17])([F:16])[F:15])[CH:12]=[CH:13][C:8]=2[C:4]2[N:5]=[CH:6][N:7]=[C:2]([NH:26][C:27]3[CH:28]=[C:29]4[C:33](=[CH:34][CH:35]=3)[CH2:32][CH:31]([NH2:36])[CH2:30]4)[CH:3]=2)[CH2:25][CH2:24][CH2:23][CH2:22][CH2:21]1. (7) Given the reactants C(=O)([O-])[O-].[K+].[K+].[CH3:7][O:8][C:9]1[CH:14]=[CH:13][C:12]([N:15]2[C:19]([C:20]3[CH:25]=[CH:24][C:23]([O:26][CH3:27])=[CH:22][CH:21]=3)=[N:18][C:17]([OH:28])=[N:16]2)=[CH:11][CH:10]=1.[F:29][C:30]([F:34])([F:33])[CH2:31]I.C(OCC)(=O)C, predict the reaction product. The product is: [CH3:7][O:8][C:9]1[CH:10]=[CH:11][C:12]([N:15]2[C:19]([C:20]3[CH:25]=[CH:24][C:23]([O:26][CH3:27])=[CH:22][CH:21]=3)=[N:18][C:17]([O:28][CH2:31][C:30]([F:34])([F:33])[F:29])=[N:16]2)=[CH:13][CH:14]=1. (8) Given the reactants [O:1]=[C:2]1[C:10]2[C:5](=[CH:6][CH:7]=[CH:8][CH:9]=2)[C:4](=[O:11])[N:3]1[CH2:12][C:13]1[CH:20]=[C:19]([O:21]C)[C:18]([O:23]C)=[CH:17][C:14]=1[C:15]#[N:16].B(Br)(Br)Br, predict the reaction product. The product is: [O:11]=[C:4]1[C:5]2[C:10](=[CH:9][CH:8]=[CH:7][CH:6]=2)[C:2](=[O:1])[N:3]1[CH2:12][C:13]1[CH:20]=[C:19]([OH:21])[C:18]([OH:23])=[CH:17][C:14]=1[C:15]#[N:16]. (9) Given the reactants Cl[C:2]1[N:7]2[N:8]=[C:9]([C:14]3[CH:19]=[CH:18][N:17]=[CH:16][CH:15]=3)[C:10]([C:11](=[O:13])[CH3:12])=[C:6]2[CH:5]=[CH:4][CH:3]=1.C(=O)([O-])[O-].[Cs+].[Cs+].[CH:26]1([NH2:31])[CH2:30][CH2:29][CH2:28][CH2:27]1.C(OCC)(=O)C, predict the reaction product. The product is: [CH:26]1([NH:31][C:2]2[N:7]3[N:8]=[C:9]([C:14]4[CH:19]=[CH:18][N:17]=[CH:16][CH:15]=4)[C:10]([C:11](=[O:13])[CH3:12])=[C:6]3[CH:5]=[CH:4][CH:3]=2)[CH2:30][CH2:29][CH2:28][CH2:27]1. (10) Given the reactants [C:1](Cl)(=[O:4])[CH:2]=[CH2:3].[NH2:6][C:7]1[CH:8]=[C:9]([C:13]([F:36])([F:35])[C:14]2[C:19]([F:20])=[CH:18][N:17]=[C:16]([NH:21][C:22]3[CH:27]=[CH:26][C:25]([N:28]4[CH2:33][CH2:32][N:31]([CH3:34])[CH2:30][CH2:29]4)=[CH:24][CH:23]=3)[N:15]=2)[CH:10]=[CH:11][CH:12]=1.C(N(C(C)C)CC)(C)C.Cl, predict the reaction product. The product is: [F:36][C:13]([F:35])([C:14]1[C:19]([F:20])=[CH:18][N:17]=[C:16]([NH:21][C:22]2[CH:23]=[CH:24][C:25]([N:28]3[CH2:33][CH2:32][N:31]([CH3:34])[CH2:30][CH2:29]3)=[CH:26][CH:27]=2)[N:15]=1)[C:9]1[CH:8]=[C:7]([NH:6][C:1](=[O:4])[CH:2]=[CH2:3])[CH:12]=[CH:11][CH:10]=1.